This data is from Catalyst prediction with 721,799 reactions and 888 catalyst types from USPTO. The task is: Predict which catalyst facilitates the given reaction. (1) Reactant: C([O:3][C:4]([C:6]1([C:9]2[N:20]=[C:12]3[C:13]([Br:19])=[CH:14][CH:15]=[C:16]([O:17][CH3:18])[N:11]3[N:10]=2)[CH2:8][CH2:7]1)=[O:5])C.[Li+].[OH-]. Product: [Br:19][C:13]1[C:12]2[N:11]([N:10]=[C:9]([C:6]3([C:4]([OH:5])=[O:3])[CH2:7][CH2:8]3)[N:20]=2)[C:16]([O:17][CH3:18])=[CH:15][CH:14]=1. The catalyst class is: 38. (2) Reactant: O.[OH-].[Li+:3].[CH3:4][C:5]1[N:10]=[CH:9][C:8]([N:11]2[C:15]([C:16]3[CH:21]=[CH:20][CH:19]=[CH:18][N:17]=3)=[CH:14][C:13]([C:22]([O:24]CC)=[O:23])=[N:12]2)=[CH:7][CH:6]=1.C(O)C.Cl. Product: [CH3:4][C:5]1[N:10]=[CH:9][C:8]([N:11]2[C:15]([C:16]3[CH:21]=[CH:20][CH:19]=[CH:18][N:17]=3)=[CH:14][C:13]([C:22]([O-:24])=[O:23])=[N:12]2)=[CH:7][CH:6]=1.[Li+:3]. The catalyst class is: 30. (3) Reactant: [C:1]([OH:14])(=[O:13])/[CH:2]=[CH:3]/[C:4]1[CH:12]=[CH:11][C:9]([OH:10])=[C:6]([O:7][CH3:8])[CH:5]=1.C[C@@H]([C@@H]1[C@@]2(C)CC[C@@H]3[C@@]4(C)CC[C@H](O)CC4=CC[C@H]3[C@@H]2CC1)CC[C@H](C(C)C)C.CC[C@@H](C(C)C)/C=C/[C@H]([C@@H]1[C@@]2(C)CC[C@@H]3[C@@]4(C)CC[C@H](O)CC4=CC[C@H]3[C@@H]2CC1)C.CC[C@@H](C(C)C)CC[C@H]([C@@H]1[C@@]2(C)CC[C@@H]3[C@@]4(C)CC[C@H](O)CC4=CC[C@H]3[C@@H]2CC1)C.C(OC(=O)C)(=O)C. Product: [C:1]([OH:14])(=[O:13])[CH3:2].[C:1]([OH:14])(=[O:13])/[CH:2]=[CH:3]/[C:4]1[CH:12]=[CH:11][C:9]([OH:10])=[C:6]([O:7][CH3:8])[CH:5]=1. The catalyst class is: 17.